From a dataset of Full USPTO retrosynthesis dataset with 1.9M reactions from patents (1976-2016). Predict the reactants needed to synthesize the given product. (1) Given the product [C:17]([O:10][C:9]1[CH:11]=[CH:12][CH:13]=[CH:14][C:8]=1[C:7]([OH:16])=[O:15])(=[O:19])[CH3:18], predict the reactants needed to synthesize it. The reactants are: N1C=CC=CC=1.[C:7]([OH:16])(=[O:15])[C:8]1[C:9](=[CH:11][CH:12]=[CH:13][CH:14]=1)[OH:10].[C:17](OC(=O)C)(=[O:19])[CH3:18]. (2) Given the product [O:2]1[C:6]2[CH:7]=[CH:8][CH:9]=[C:10]([CH:11]3[CH2:16][CH2:15][N:14]([CH2:17][CH2:18][C@H:19]4[CH2:20][CH2:21][C@H:22]([NH:25][C:29](=[O:30])[CH2:28][C:27]([F:33])([F:32])[F:26])[CH2:23][CH2:24]4)[CH2:13][CH2:12]3)[C:5]=2[O:4][CH2:3]1, predict the reactants needed to synthesize it. The reactants are: Cl.[O:2]1[C:6]2[CH:7]=[CH:8][CH:9]=[C:10]([CH:11]3[CH2:16][CH2:15][N:14]([CH2:17][CH2:18][C@H:19]4[CH2:24][CH2:23][C@H:22]([NH2:25])[CH2:21][CH2:20]4)[CH2:13][CH2:12]3)[C:5]=2[O:4][CH2:3]1.[F:26][C:27]([F:33])([F:32])[CH2:28][C:29](O)=[O:30]. (3) Given the product [CH2:19]([C:14]1[C:13]([O:12][CH2:11][O:25][CH3:23])=[CH:18][CH:17]=[CH:16][N:15]=1)[CH3:20], predict the reactants needed to synthesize it. The reactants are: ClC1C=C(NC2[C:18]3[C:13](=[C:14]([CH2:19][CH3:20])[N:15]=[CH:16][CH:17]=3)[O:12][C:11]=2N)C=CC=1F.C[C:23](C)([O-:25])C.[K+].COCCl.ClC1C(OCOC)=CC=CN=1.C(OB(OCC)OCC)C.C([O-])([O-])=O.[K+].[K+]. (4) Given the product [CH3:1][O:2][C:3]1[CH:8]=[C:7]([O:9][CH3:10])[N:6]=[C:5]([C:11]2[C:20]3[C:19](=[C:18]([CH2:16][CH3:17])[CH:23]=[CH:22][CH:21]=3)[NH:24][C:12]=2[CH3:13])[N:4]=1, predict the reactants needed to synthesize it. The reactants are: [CH3:1][O:2][C:3]1[CH:8]=[C:7]([O:9][CH3:10])[N:6]=[C:5]([CH2:11][C:12](=O)[CH3:13])[N:4]=1.Cl.[CH2:16]([C:18]1[CH:23]=[CH:22][CH:21]=[CH:20][C:19]=1[NH:24]N)[CH3:17]. (5) Given the product [C:1]([N:4]([CH2:32][CH:33]1[CH2:34][CH2:35]1)[C:5]1[CH:31]=[CH:30][C:8]([O:9][C:10]2[CH:11]=[C:12]([CH:21]=[C:22]([O:24][C@@H:25]([CH3:29])[CH2:26][OH:27])[CH:23]=2)[C:13]([NH:15][C:16]2[CH:20]=[CH:19][NH:18][N:17]=2)=[O:14])=[CH:7][CH:6]=1)(=[O:3])[CH3:2], predict the reactants needed to synthesize it. The reactants are: [C:1]([N:4]([CH2:32][CH:33]1[CH2:35][CH2:34]1)[C:5]1[CH:31]=[CH:30][C:8]([O:9][C:10]2[CH:11]=[C:12]([CH:21]=[C:22]([O:24][C@@H:25]([CH3:29])[CH2:26][O:27]C)[CH:23]=2)[C:13]([NH:15][C:16]2[CH:20]=[CH:19][NH:18][N:17]=2)=[O:14])=[CH:7][CH:6]=1)(=[O:3])[CH3:2].I[Si](C)(C)C.C(=O)([O-])O.[Na+]. (6) Given the product [C:1]1([C:12]2[CH:17]=[CH:16][CH:15]=[CH:14][CH:13]=2)[CH:6]=[CH:5][C:4]([C:7]#[C:8][C:9]2[CH:24]=[CH:23][C:22]([CH2:25][CH:26]([NH:28][C:29](=[O:31])[CH3:30])[CH3:27])=[CH:21][CH:20]=2)=[CH:3][CH:2]=1, predict the reactants needed to synthesize it. The reactants are: [C:1]1([C:12]2[CH:17]=[CH:16][CH:15]=[CH:14][CH:13]=2)[CH:6]=[CH:5][C:4]([C:7]#[C:8][C:9](O)=O)=[CH:3][CH:2]=1.BrC1[CH:24]=[CH:23][C:22]([CH2:25][CH:26]([NH:28][C:29](=[O:31])[CH3:30])[CH3:27])=[CH:21][CH:20]=1.CCCC[N+](CCCC)(CCCC)CCCC.[F-].[NH4+].[Cl-]. (7) Given the product [CH3:30][O:29][C:27](=[O:28])[C:26]1[C:25]([OH:24])=[CH:34][CH:33]=[CH:32][C:31]=1[O:21][CH2:20][CH2:19][CH2:18][O:17][C:13]1[CH:14]=[CH:15][CH:16]=[C:11]([C:7]2[S:6](=[O:22])(=[O:23])[N:5]([C:1]([CH3:4])([CH3:2])[CH3:3])[C:9](=[O:10])[CH:8]=2)[CH:12]=1, predict the reactants needed to synthesize it. The reactants are: [C:1]([N:5]1[C:9](=[O:10])[CH:8]=[C:7]([C:11]2[CH:16]=[CH:15][CH:14]=[C:13]([O:17][CH2:18][CH2:19][CH2:20][OH:21])[CH:12]=2)[S:6]1(=[O:23])=[O:22])([CH3:4])([CH3:3])[CH3:2].[OH:24][C:25]1[CH:34]=[CH:33][CH:32]=[C:31](O)[C:26]=1[C:27]([O:29][CH3:30])=[O:28].C1(P(C2C=CC=CC=2)C2C=CC=CC=2)C=CC=CC=1.N(C(OC(C)C)=O)=NC(OC(C)C)=O.